From a dataset of Forward reaction prediction with 1.9M reactions from USPTO patents (1976-2016). Predict the product of the given reaction. (1) Given the reactants [F:1][C:2]([F:41])([F:40])[C:3]1[CH:4]=[C:5]([C:13]([CH3:39])([CH3:38])[C:14]([N:16]([C:18]2[C:19]([C:31]3[CH:36]=[CH:35][CH:34]=[CH:33][C:32]=3[Cl:37])=[CH:20][C:21]([N:24]3[CH2:29][CH2:28][C:27](=O)[CH2:26][CH2:25]3)=[N:22][CH:23]=2)[CH3:17])=[O:15])[CH:6]=[C:7]([C:9]([F:12])([F:11])[F:10])[CH:8]=1.CO.C([BH3-])#[N:45].[Na+], predict the reaction product. The product is: [NH2:45][CH:27]1[CH2:28][CH2:29][N:24]([C:21]2[CH:20]=[C:19]([C:31]3[CH:36]=[CH:35][CH:34]=[CH:33][C:32]=3[Cl:37])[C:18]([N:16]([CH3:17])[C:14](=[O:15])[C:13]([C:5]3[CH:4]=[C:3]([C:2]([F:40])([F:41])[F:1])[CH:8]=[C:7]([C:9]([F:10])([F:12])[F:11])[CH:6]=3)([CH3:39])[CH3:38])=[CH:23][N:22]=2)[CH2:25][CH2:26]1. (2) Given the reactants [Br:1][C:2]1[CH:3]=[C:4]2[C:8](=[CH:9][C:10]=1[F:11])[NH:7][N:6]=[C:5]2[C:12]([OH:14])=[O:13].[CH2:15]1[CH2:20][O:19][CH:18]=[CH:17][CH2:16]1, predict the reaction product. The product is: [Br:1][C:2]1[CH:3]=[C:4]2[C:8](=[CH:9][C:10]=1[F:11])[N:7]([CH:18]1[CH2:17][CH2:16][CH2:15][CH2:20][O:19]1)[N:6]=[C:5]2[C:12]([OH:14])=[O:13]. (3) Given the reactants [C:1]1(S(C(F)(F)F)(=O)=O)[CH:6]=[CH:5][CH:4]=[CH:3][CH:2]=1.C(O[K])(C)(C)C.C(OC)(=O)C1C=CC=CC=1.[F:30][C:31]([F:41])([F:40])C(C1C=CC=CC=1)=O.IC1C=CC=CC=1, predict the reaction product. The product is: [F:30][C:31]([F:41])([F:40])[C:1]1[CH:2]=[CH:3][CH:4]=[CH:5][CH:6]=1.